Dataset: Full USPTO retrosynthesis dataset with 1.9M reactions from patents (1976-2016). Task: Predict the reactants needed to synthesize the given product. (1) Given the product [CH3:21][O:22][CH2:23][C:24]1[CH:25]=[C:26]([CH:29]=[CH:30][CH:31]=1)[CH2:27][NH:28][C:2]1[C:3]2[CH:4]=[CH:5][C:6]([NH:20][CH2:19][C:17]3[O:18][C:14]([CH3:13])=[CH:15][CH:16]=3)=[N:7][C:8]=2[CH:9]=[CH:10][CH:11]=1, predict the reactants needed to synthesize it. The reactants are: Br[C:2]1[CH:11]=[CH:10][CH:9]=[C:8]2[C:3]=1[CH:4]=[CH:5][C:6](Cl)=[N:7]2.[CH3:13][C:14]1[O:18][C:17]([CH2:19][NH2:20])=[CH:16][CH:15]=1.[CH3:21][O:22][CH2:23][C:24]1[CH:25]=[C:26]([CH:29]=[CH:30][CH:31]=1)[CH2:27][NH2:28]. (2) Given the product [Br:9][C:10]1[C:11]([NH:16][C:18]([NH:17][C:20]2[CH:25]=[CH:24][C:23]([O:26][CH3:27])=[CH:22][CH:21]=2)=[S:19])=[N:12][CH:13]=[CH:14][CH:15]=1, predict the reactants needed to synthesize it. The reactants are: [H-].[Na+].O1CCOCC1.[Br:9][C:10]1[C:11]([NH2:16])=[N:12][CH:13]=[CH:14][CH:15]=1.[N:17]([C:20]1[CH:25]=[CH:24][C:23]([O:26][CH3:27])=[CH:22][CH:21]=1)=[C:18]=[S:19]. (3) Given the product [N+:1]([C:4]1[CH:5]=[C:6]2[C:11](=[CH:12][CH:13]=1)[N:10]=[C:9]([N:14]1[CH2:15][CH2:16][N:17]([CH2:21][CH2:22][C:23]3[CH:24]=[CH:25][C:26]4[O:31][CH2:30][C:29](=[O:32])[NH:28][C:27]=4[CH:33]=3)[CH2:18][CH2:19]1)[CH:8]=[CH:7]2)([O-:3])=[O:2], predict the reactants needed to synthesize it. The reactants are: [N+:1]([C:4]1[CH:5]=[C:6]2[C:11](=[CH:12][CH:13]=1)[N:10]=[C:9]([N:14]1[CH2:19][CH2:18][NH:17][CH2:16][CH2:15]1)[CH:8]=[CH:7]2)([O-:3])=[O:2].Cl[CH2:21][CH2:22][C:23]1[CH:24]=[CH:25][C:26]2[O:31][CH2:30][C:29](=[O:32])[NH:28][C:27]=2[CH:33]=1. (4) Given the product [C:21]([S@@:24](/[N:26]=[CH:17]/[C:16]1[O:15][N:14]=[C:13]([CH3:19])[C:12]=1[C:5]1[CH:4]=[CH:3][C:2]([Cl:1])=[CH:11][C:6]=1[C:7]([O:9][CH3:10])=[O:8])=[O:25])([CH3:23])([CH3:22])[CH3:20], predict the reactants needed to synthesize it. The reactants are: [Cl:1][C:2]1[CH:3]=[CH:4][C:5]([C:12]2[C:13]([CH3:19])=[N:14][O:15][C:16]=2[CH:17]=O)=[C:6]([CH:11]=1)[C:7]([O:9][CH3:10])=[O:8].[CH3:20][C:21]([S@@:24]([NH2:26])=[O:25])([CH3:23])[CH3:22].[Na+].[Cl-]. (5) Given the product [Cl:44][C:45]1[CH:46]=[C:47]([CH:51]=[C:52]([Cl:54])[N:53]=1)[C:48]([N:9]([O:8][CH3:4])[CH3:10])=[O:49], predict the reactants needed to synthesize it. The reactants are: CN([C:4]([O:8][N:9]1N=NC2C=CC=N[C:10]1=2)=[N+](C)C)C.F[P-](F)(F)(F)(F)F.C1C=NC2N(O)N=NC=2C=1.CCN(C(C)C)C(C)C.[Cl:44][C:45]1[CH:46]=[C:47]([CH:51]=[C:52]([Cl:54])[N:53]=1)[C:48](O)=[O:49].Cl.CNOC.